Dataset: Full USPTO retrosynthesis dataset with 1.9M reactions from patents (1976-2016). Task: Predict the reactants needed to synthesize the given product. Given the product [F:26][C:27]1[CH:28]=[C:29]([NH:40][C:41]([C@H:43]2[C:52]3[C:47](=[CH:48][C:49]([O:53][CH3:54])=[CH:50][CH:51]=3)[CH2:46][CH2:45][N:44]2[C:66]([C@@H:64]2[CH2:63][C@H:62]([CH2:61][C:60]([O:59][C:55]([CH3:58])([CH3:57])[CH3:56])=[O:69])[CH2:65]2)=[O:67])=[O:42])[CH:30]=[C:31]([F:39])[C:32]=1[C:33]([CH3:37])([CH3:38])[CH2:34][O:35][CH3:36], predict the reactants needed to synthesize it. The reactants are: CN(C(ON1N=NC2C=CC=NC1=2)=[N+](C)C)C.F[P-](F)(F)(F)(F)F.Cl.[F:26][C:27]1[CH:28]=[C:29]([NH:40][C:41]([C@H:43]2[C:52]3[C:47](=[CH:48][C:49]([O:53][CH3:54])=[CH:50][CH:51]=3)[CH2:46][CH2:45][NH:44]2)=[O:42])[CH:30]=[C:31]([F:39])[C:32]=1[C:33]([CH3:38])([CH3:37])[CH2:34][O:35][CH3:36].[C:55]([O:59][C:60](=[O:69])[CH2:61][C@@H:62]1[CH2:65][C@H:64]([C:66](O)=[O:67])[CH2:63]1)([CH3:58])([CH3:57])[CH3:56].CCN(C(C)C)C(C)C.